This data is from Full USPTO retrosynthesis dataset with 1.9M reactions from patents (1976-2016). The task is: Predict the reactants needed to synthesize the given product. (1) Given the product [N:14]1[CH:15]=[CH:16][CH:17]=[CH:18][C:13]=1[C:11]#[C:12][C:5]1[C:4]([C:1](=[O:3])[CH3:2])=[CH:9][CH:8]=[CH:7][N:6]=1, predict the reactants needed to synthesize it. The reactants are: [C:1]([C:4]1[C:5](Br)=[N:6][CH:7]=[CH:8][CH:9]=1)(=[O:3])[CH3:2].[C:11]([C:13]1[CH:18]=[CH:17][CH:16]=[CH:15][N:14]=1)#[CH:12].C(N(CC)CC)C.[Cl-]. (2) Given the product [CH2:4]([O:3][CH:1]([O:29][C:30]1[CH:31]=[CH:18][C:8]([CH:13]=[CH2:12])=[CH:9][CH:10]=1)[CH3:2])[CH:5]([CH3:7])[CH3:6].[OH:29][C:30]1[CH:31]=[CH:18][C:8]([CH:13]=[CH2:12])=[CH:9][CH:10]=1.[C:26]([O:29][C:8]([CH3:9])([CH3:13])[CH3:18])(=[O:28])[CH:24]=[CH2:25], predict the reactants needed to synthesize it. The reactants are: [CH:1]([O:3][CH2:4][CH:5]([CH3:7])[CH3:6])=[CH2:2].[C:8]1([CH3:18])[CH:13]=[CH:12]C(S(O)(=O)=O)=[CH:10][CH:9]=1.C(N([CH2:24][CH3:25])CC)C.[C:26]([O:29][CH2:30][CH3:31])(=[O:28])C.